Dataset: Full USPTO retrosynthesis dataset with 1.9M reactions from patents (1976-2016). Task: Predict the reactants needed to synthesize the given product. (1) Given the product [F:44][C:40]1[CH:41]=[CH:42][CH:43]=[C:2]([F:1])[C:3]=1[CH2:4][N:5]1[C:10]2[S:11][C:12]([C:20]3[CH:21]=[CH:22][C:23]([NH:26][C:27]([NH:29][CH2:30][CH3:31])=[O:28])=[CH:24][CH:25]=3)=[C:13]([CH2:14][N:15]([CH2:17][CH2:18][N:49]3[CH:50]=[CH:51][N:52]=[C:48]3[CH2:47][CH2:46][OH:45])[CH3:16])[C:9]=2[C:8](=[O:32])[N:7]([C:33]2[CH:38]=[CH:37][CH:36]=[CH:35][CH:34]=2)[C:6]1=[O:39], predict the reactants needed to synthesize it. The reactants are: [F:1][C:2]1[CH:43]=[CH:42][CH:41]=[C:40]([F:44])[C:3]=1[CH2:4][N:5]1[C:10]2[S:11][C:12]([C:20]3[CH:25]=[CH:24][C:23]([NH:26][C:27]([NH:29][CH2:30][CH3:31])=[O:28])=[CH:22][CH:21]=3)=[C:13]([CH2:14][N:15]([CH2:17][CH2:18]O)[CH3:16])[C:9]=2[C:8](=[O:32])[N:7]([C:33]2[CH:38]=[CH:37][CH:36]=[CH:35][CH:34]=2)[C:6]1=[O:39].[OH:45][CH2:46][CH2:47][C:48]1[NH:49][CH:50]=[CH:51][N:52]=1. (2) Given the product [C:5]1([CH:4]=[CH:11][CH:10]=[C:9]([OH:14])[CH:8]=1)[OH:6].[CH2:1]=[O:3], predict the reactants needed to synthesize it. The reactants are: [C:1]([CH:4]1[CH2:11][CH2:10][CH2:9][CH2:8]N[C:5]1=[O:6])(=[O:3])N.C(C1CCCCNC1=O)(=[O:14])N.C1(CC2C=CC=CC=2)C=CC=CC=1.[N-]=C=O.[N-]=C=O.C1(CC2C=CC=CC=2)C=CC=CC=1. (3) Given the product [O:6]1[CH2:7][CH2:8][N:3]([CH2:1][C:16]#[C:15][CH2:14][OH:17])[CH2:4][CH2:5]1, predict the reactants needed to synthesize it. The reactants are: [CH2:1]=O.[NH:3]1[CH2:8][CH2:7][O:6][CH2:5][CH2:4]1.S(=O)(=O)(O)O.[CH2:14]([OH:17])[C:15]#[CH:16].[I-].[K+]. (4) Given the product [Cl:14][C:9]1[C:10]([C:12]#[N:13])=[N:11][C:2]([C:18]2[CH:17]=[C:16]([F:15])[CH:21]=[C:20]([F:22])[CH:19]=2)=[C:3]([CH:8]=1)[C:4]([O:6][CH3:7])=[O:5], predict the reactants needed to synthesize it. The reactants are: Cl[C:2]1[N:11]=[C:10]([C:12]#[N:13])[C:9]([Cl:14])=[CH:8][C:3]=1[C:4]([O:6][CH3:7])=[O:5].[F:15][C:16]1[CH:17]=[C:18](B(O)O)[CH:19]=[C:20]([F:22])[CH:21]=1.C(=O)([O-])[O-].[K+].[K+]. (5) Given the product [CH3:21][C:19](=[CH2:20])[C:18]([O:23][CH2:2][CH2:3][CH2:4][CH2:5][O:6][C:7]([CH:9]1[CH2:14][CH2:13][CH:12]([CH2:15][CH2:16][CH3:17])[CH2:11][CH2:10]1)=[O:8])=[O:22], predict the reactants needed to synthesize it. The reactants are: Br[CH2:2][CH2:3][CH2:4][CH2:5][O:6][C:7]([CH:9]1[CH2:14][CH2:13][CH:12]([CH2:15][CH2:16][CH3:17])[CH2:11][CH2:10]1)=[O:8].[C:18]([OH:23])(=[O:22])[C:19]([CH3:21])=[CH2:20].C(=O)([O-])[O-].[K+].[K+]. (6) Given the product [CH2:20]([N:9]1[CH2:8][CH2:7][CH:6]([CH2:5][C:4]2[CH:12]=[C:13]([O:16][CH3:17])[CH:14]=[CH:15][C:3]=2[Br:2])[CH2:11][CH2:10]1)[CH2:21][C:22]1[CH:27]=[CH:26][CH:25]=[CH:24][CH:23]=1, predict the reactants needed to synthesize it. The reactants are: Cl.[Br:2][C:3]1[CH:15]=[CH:14][C:13]([O:16][CH3:17])=[CH:12][C:4]=1[CH2:5][CH:6]1[CH2:11][CH2:10][NH:9][CH2:8][CH2:7]1.[OH-].[Na+].[CH2:20](Br)[CH2:21][C:22]1[CH:27]=[CH:26][CH:25]=[CH:24][CH:23]=1.C(=O)([O-])[O-].[K+].[K+].[I-].[K+]. (7) Given the product [CH3:12][O:11][CH:6]1[C:7]2[C:3](=[C:2]([O:25][C:20]3[CH:21]=[CH:22][CH:23]=[C:24]4[C:19]=3[CH2:18][CH:17]([CH3:26])[CH:16]4[O:15][CH3:14])[CH:10]=[CH:9][CH:8]=2)[CH2:4][CH:5]1[CH3:13], predict the reactants needed to synthesize it. The reactants are: Br[C:2]1[CH:10]=[CH:9][CH:8]=[C:7]2[C:3]=1[CH2:4][CH:5]([CH3:13])[CH:6]2[O:11][CH3:12].[CH3:14][O:15][CH:16]1[C:24]2[CH:23]=[CH:22][CH:21]=[C:20]([OH:25])[C:19]=2[CH2:18][CH:17]1[CH3:26].[O-]P([O-])([O-])=O.[K+].[K+].[K+].C(P(C(C)(C)C)C1C=CC=CC=1C1C=CC=CC=1N(C)C)(C)(C)C. (8) Given the product [C:31]([CH:25]1[CH2:26][CH2:27][CH:28]([O:11][C:8]2[CH:9]=[CH:10][C:4]3[S:3][C:2]([CH3:1])=[N:6][C:5]=3[CH:7]=2)[CH2:29][CH2:30]1)([CH3:37])([CH3:36])[CH3:32], predict the reactants needed to synthesize it. The reactants are: [CH3:1][C:2]1[S:3][C:4]2[CH:10]=[CH:9][C:8]([OH:11])=[CH:7][C:5]=2[N:6]=1.[C:25]1(P([C:25]2[CH:30]=[CH:29][CH:28]=[CH:27][CH:26]=2)[C:25]2[CH:30]=[CH:29][CH:28]=[CH:27][CH:26]=2)[CH:30]=[CH:29][CH:28]=[CH:27][CH:26]=1.[C:31]1([CH3:37])[CH:36]=CC=C[CH:32]=1.N(C(OC(C)C)=O)=NC(OC(C)C)=O. (9) Given the product [CH2:10]([N:3]([CH2:1][CH3:2])[CH:4]1[CH2:5][CH2:6][N:7]([CH2:13][C:14]#[N:15])[CH2:8][CH2:9]1)[CH3:11], predict the reactants needed to synthesize it. The reactants are: [CH2:1]([N:3]([CH2:10][CH3:11])[CH:4]1[CH2:9][CH2:8][NH:7][CH2:6][CH2:5]1)[CH3:2].Br[CH2:13][C:14]#[N:15]. (10) Given the product [NH2:1][C:4]1[CH:5]=[CH:6][C:7]2[O:11][C:10]([C:12]([O:14][CH2:15][CH3:16])=[O:13])=[CH:9][C:8]=2[CH:17]=1, predict the reactants needed to synthesize it. The reactants are: [N+:1]([C:4]1[CH:5]=[CH:6][C:7]2[O:11][C:10]([C:12]([O:14][CH2:15][CH3:16])=[O:13])=[CH:9][C:8]=2[CH:17]=1)([O-])=O.